Dataset: Catalyst prediction with 721,799 reactions and 888 catalyst types from USPTO. Task: Predict which catalyst facilitates the given reaction. (1) Reactant: [C:1]([C:4]1[C:5]([O:24][C:25]2[CH:30]=[CH:29][C:28]([O:31][C:32]3[CH:37]=[CH:36][CH:35]=[CH:34][CH:33]=3)=[CH:27][CH:26]=2)=[N:6][C:7]([NH:10][CH:11]2[CH2:16][CH2:15][CH2:14][N:13](C(OC(C)(C)C)=O)[CH2:12]2)=[N:8][CH:9]=1)(=[O:3])[NH2:2]. Product: [O:31]([C:28]1[CH:29]=[CH:30][C:25]([O:24][C:5]2[C:4]([C:1]([NH2:2])=[O:3])=[CH:9][N:8]=[C:7]([NH:10][CH:11]3[CH2:16][CH2:15][CH2:14][NH:13][CH2:12]3)[N:6]=2)=[CH:26][CH:27]=1)[C:32]1[CH:37]=[CH:36][CH:35]=[CH:34][CH:33]=1. The catalyst class is: 209. (2) Reactant: [CH2:1]([Li])CCC.[Br:6][C:7]1[CH:20]=[CH:19][C:18]2[O:17][C:16]3[C:11](=[CH:12][CH:13]=[C:14]([CH3:21])[CH:15]=3)[C:10](=O)[C:9]=2[CH:8]=1. Product: [Br:6][C:7]1[CH:20]=[CH:19][C:18]2[O:17][C:16]3[C:11](=[CH:12][CH:13]=[C:14]([CH3:21])[CH:15]=3)[C:10](=[CH2:1])[C:9]=2[CH:8]=1. The catalyst class is: 307. (3) Reactant: [Br:1][C:2]1[CH:7]=[CH:6][C:5]([OH:8])=[C:4]([Cl:9])[CH:3]=1.[CH3:10][N:11]1[CH2:16][CH2:15][N:14]([CH2:17][CH2:18]O)[CH2:13][CH2:12]1.C1C=CC(P(C2C=CC=CC=2)C2C=CC=CC=2)=CC=1.N(C(OC(C)(C)C)=O)=NC(OC(C)(C)C)=O. Product: [Br:1][C:2]1[CH:7]=[CH:6][C:5]([O:8][CH2:18][CH2:17][N:14]2[CH2:15][CH2:16][N:11]([CH3:10])[CH2:12][CH2:13]2)=[C:4]([Cl:9])[CH:3]=1. The catalyst class is: 11. (4) Reactant: C([O:5][C:6](=[O:16])[C@@H:7]([CH2:9][C:10]1[CH:15]=[CH:14][CH:13]=[CH:12][CH:11]=1)[NH2:8])(C)(C)C.C(N(CC)CC)C.[Cl:24][C:25]1[C:26]2[CH:36]=[CH:35][C:34]([C:37]([F:40])([F:39])[F:38])=[CH:33][C:27]=2[S:28][C:29]=1[C:30](Cl)=[O:31]. Product: [Cl:24][C:25]1[C:26]2[CH:36]=[CH:35][C:34]([C:37]([F:40])([F:39])[F:38])=[CH:33][C:27]=2[S:28][C:29]=1[C:30]([NH:8][C@H:7]([CH2:9][C:10]1[CH:11]=[CH:12][CH:13]=[CH:14][CH:15]=1)[C:6]([OH:5])=[O:16])=[O:31]. The catalyst class is: 4. (5) Reactant: [C:1]1([S:7]([CH:10]=[CH:11][C:12]2[CH:13]=[C:14]3[C:18](=[CH:19][CH:20]=2)[NH:17][CH:16]=[C:15]3[CH2:21][C@H:22]2[CH2:26][CH2:25][CH2:24][N:23]2[CH3:27])(=[O:9])=[O:8])[CH:6]=[CH:5][CH:4]=[CH:3][CH:2]=1.CC(C)=O.CS(O)(=O)=O. Product: [CH3:27][N:23]1[C@@H:22]([CH2:21][C:15]2[C:14]3[CH:13]=[C:12]([CH2:11][CH2:10][S:7]([C:1]4[CH:2]=[CH:3][CH:4]=[CH:5][CH:6]=4)(=[O:8])=[O:9])[CH:20]=[CH:19][C:18]=3[NH:17][CH:16]=2)[CH2:26][CH2:25][CH2:24]1. The catalyst class is: 386. (6) Reactant: CC(C)[O-].[Al+3:5].CC(C)[O-].CC(C)[O-].[C:14]([OH:28])(=[O:27])[CH2:15][CH2:16][CH2:17][CH2:18][CH2:19][CH2:20][CH2:21][CH2:22][CH2:23]CCC. Product: [C:14]([O-:28])(=[O:27])[CH2:15][CH2:16][CH2:17][CH2:18][CH2:19][CH2:20][CH2:21][CH2:22][CH3:23].[C:14]([O-:28])(=[O:27])[CH2:15][CH2:16][CH2:17][CH2:18][CH2:19][CH2:20][CH2:21][CH2:22][CH3:23].[C:14]([O-:28])(=[O:27])[CH2:15][CH2:16][CH2:17][CH2:18][CH2:19][CH2:20][CH2:21][CH2:22][CH3:23].[Al+3:5]. The catalyst class is: 11.